This data is from NCI-60 drug combinations with 297,098 pairs across 59 cell lines. The task is: Regression. Given two drug SMILES strings and cell line genomic features, predict the synergy score measuring deviation from expected non-interaction effect. (1) Drug 1: CCC1=C2CN3C(=CC4=C(C3=O)COC(=O)C4(CC)O)C2=NC5=C1C=C(C=C5)O. Drug 2: C1=CC=C(C=C1)NC(=O)CCCCCCC(=O)NO. Synergy scores: CSS=16.8, Synergy_ZIP=3.99, Synergy_Bliss=9.14, Synergy_Loewe=8.56, Synergy_HSA=11.9. Cell line: MDA-MB-231. (2) Drug 1: C1=C(C(=O)NC(=O)N1)F. Drug 2: C1C(C(OC1N2C=NC(=NC2=O)N)CO)O. Cell line: HT29. Synergy scores: CSS=44.5, Synergy_ZIP=-5.10, Synergy_Bliss=-7.76, Synergy_Loewe=-2.48, Synergy_HSA=-1.82. (3) Drug 1: CCN(CC)CCNC(=O)C1=C(NC(=C1C)C=C2C3=C(C=CC(=C3)F)NC2=O)C. Drug 2: CC12CCC3C(C1CCC2OP(=O)(O)O)CCC4=C3C=CC(=C4)OC(=O)N(CCCl)CCCl.[Na+]. Cell line: T-47D. Synergy scores: CSS=-2.58, Synergy_ZIP=0.651, Synergy_Bliss=-1.84, Synergy_Loewe=-9.66, Synergy_HSA=-9.17. (4) Drug 1: C1=C(C(=O)NC(=O)N1)N(CCCl)CCCl. Drug 2: CCC1(CC2CC(C3=C(CCN(C2)C1)C4=CC=CC=C4N3)(C5=C(C=C6C(=C5)C78CCN9C7C(C=CC9)(C(C(C8N6C=O)(C(=O)OC)O)OC(=O)C)CC)OC)C(=O)OC)O.OS(=O)(=O)O. Cell line: SK-OV-3. Synergy scores: CSS=32.1, Synergy_ZIP=9.98, Synergy_Bliss=12.5, Synergy_Loewe=12.3, Synergy_HSA=11.7. (5) Drug 1: CCCCC(=O)OCC(=O)C1(CC(C2=C(C1)C(=C3C(=C2O)C(=O)C4=C(C3=O)C=CC=C4OC)O)OC5CC(C(C(O5)C)O)NC(=O)C(F)(F)F)O. Drug 2: CN1C2=C(C=C(C=C2)N(CCCl)CCCl)N=C1CCCC(=O)O.Cl. Cell line: OVCAR3. Synergy scores: CSS=21.7, Synergy_ZIP=2.25, Synergy_Bliss=-0.186, Synergy_Loewe=-15.1, Synergy_HSA=-3.54. (6) Drug 1: C1=C(C(=O)NC(=O)N1)N(CCCl)CCCl. Drug 2: CS(=O)(=O)OCCCCOS(=O)(=O)C. Cell line: SF-539. Synergy scores: CSS=47.5, Synergy_ZIP=3.07, Synergy_Bliss=5.39, Synergy_Loewe=-3.25, Synergy_HSA=6.07. (7) Drug 1: CCN(CC)CCNC(=O)C1=C(NC(=C1C)C=C2C3=C(C=CC(=C3)F)NC2=O)C. Drug 2: CC(C)NC(=O)C1=CC=C(C=C1)CNNC.Cl. Cell line: SNB-75. Synergy scores: CSS=-1.06, Synergy_ZIP=0.541, Synergy_Bliss=-0.834, Synergy_Loewe=-1.41, Synergy_HSA=-3.17.